This data is from Forward reaction prediction with 1.9M reactions from USPTO patents (1976-2016). The task is: Predict the product of the given reaction. (1) Given the reactants [C:1]([O:5][C:6]([NH:8][C@@H:9]([CH2:24][C@H:25]1[CH2:30][CH2:29][CH2:28][O:27][CH2:26]1)[CH2:10][NH:11][C:12](=[O:23])OC1C=CC([N+]([O-])=O)=CC=1)=[O:7])([CH3:4])([CH3:3])[CH3:2].O[C:32](C(F)(F)F)=O.[Cl:38][C:39]1[CH:40]=[C:41]([C@@H:45]([C@@H:53]2[CH2:58][CH2:57][CH2:56][NH:55][CH2:54]2)[O:46][CH2:47][CH2:48][NH:49][C:50](=[O:52])[OH:51])[CH:42]=[CH:43][CH:44]=1, predict the reaction product. The product is: [C:6]([NH:8][C@@H:9]([CH2:24][C@H:25]1[CH2:30][CH2:29][CH2:28][O:27][CH2:26]1)[CH2:10][NH:11][C:12]([N:55]1[CH2:56][CH2:57][CH2:58][C@@H:53]([C@H:45]([C:41]2[CH:42]=[CH:43][CH:44]=[C:39]([Cl:38])[CH:40]=2)[O:46][CH2:47][CH2:48][NH:49][C:50](=[O:51])[O:52][CH3:32])[CH2:54]1)=[O:23])([O:5][C:1]([CH3:2])([CH3:3])[CH3:4])=[O:7]. (2) Given the reactants C[O:2][C:3](=[O:43])[C:4]1[CH:9]=[CH:8][C:7]([NH:10][C:11]([C@@H:13]2[NH:17][C@@H:16]([CH2:18][C:19]([CH3:22])([CH3:21])[CH3:20])[C@:15]3([C:30]4[C:25](=[CH:26][C:27]([Cl:31])=[CH:28][CH:29]=4)[NH:24][C:23]3=[O:32])[C@H:14]2[C:33]2[CH:38]=[C:37]([F:39])[CH:36]=[C:35]([Cl:40])[CH:34]=2)=[O:12])=[C:6]([O:41][CH3:42])[CH:5]=1.[OH-].[Na+].Cl, predict the reaction product. The product is: [Cl:31][C:27]1[CH:26]=[C:25]2[NH:24][C:23](=[O:32])[C@:15]3([C@@H:14]([C:33]4[CH:38]=[C:37]([F:39])[CH:36]=[C:35]([Cl:40])[CH:34]=4)[C@H:13]([C:11]([NH:10][C:7]4[CH:8]=[CH:9][C:4]([C:3]([OH:43])=[O:2])=[CH:5][C:6]=4[O:41][CH3:42])=[O:12])[NH:17][C@H:16]3[CH2:18][C:19]([CH3:21])([CH3:20])[CH3:22])[C:30]2=[CH:29][CH:28]=1. (3) Given the reactants [H-].[Na+].[Br:3][C:4]1[C:13]2[C:8](=[CH:9][CH:10]=[CH:11][CH:12]=2)[CH:7]=[CH:6][C:5]=1[OH:14].[CH3:15][O:16][CH2:17]Br.O, predict the reaction product. The product is: [Br:3][C:4]1[C:13]2[C:8](=[CH:9][CH:10]=[CH:11][CH:12]=2)[CH:7]=[CH:6][C:5]=1[O:14][CH2:15][O:16][CH3:17]. (4) Given the reactants [C:1]([O:5][C:6]([CH3:9])([CH3:8])[CH3:7])(=[O:4])[NH:2][NH2:3].C(N(CC)CC)C.Cl[C:18]1[C:27]2[C:22](=[CH:23][CH:24]=[CH:25][N:26]=2)[N:21]=[CH:20][C:19]=1[N+:28]([O-:30])=[O:29], predict the reaction product. The product is: [N+:28]([C:19]1[CH:20]=[N:21][C:22]2[C:27]([C:18]=1[NH:3][NH:2][C:1]([O:5][C:6]([CH3:9])([CH3:8])[CH3:7])=[O:4])=[N:26][CH:25]=[CH:24][CH:23]=2)([O-:30])=[O:29]. (5) The product is: [ClH:28].[CH3:26][C:21]1([CH3:27])[C:22]([CH3:24])([CH3:25])[O:23][B:19]([C:17]2[CH:16]=[N:15][N:14]([CH:11]3[CH2:12][CH2:13][NH:8][CH2:9][CH2:10]3)[CH:18]=2)[O:20]1. Given the reactants C(OC([N:8]1[CH2:13][CH2:12][CH:11]([N:14]2[CH:18]=[C:17]([B:19]3[O:23][C:22]([CH3:25])([CH3:24])[C:21]([CH3:27])([CH3:26])[O:20]3)[CH:16]=[N:15]2)[CH2:10][CH2:9]1)=O)(C)(C)C.[ClH:28], predict the reaction product. (6) Given the reactants [C:1]([O:5][C:6]([NH:8][C@H:9]([C:22]([OH:24])=O)[CH2:10][C:11]1[CH:16]=[CH:15][C:14]([O:17][C:18]([CH3:21])([CH3:20])[CH3:19])=[CH:13][CH:12]=1)=[O:7])([CH3:4])([CH3:3])[CH3:2].[NH2:25][C:26]1[CH:31]=[CH:30][CH:29]=[CH:28][CH:27]=1, predict the reaction product. The product is: [C:26]1([NH:25][C:22](=[O:24])[C@H:9]([CH2:10][C:11]2[CH:12]=[CH:13][C:14]([O:17][C:18]([CH3:20])([CH3:21])[CH3:19])=[CH:15][CH:16]=2)[NH:8][C:6]([O:5][C:1]([CH3:2])([CH3:3])[CH3:4])=[O:7])[CH:31]=[CH:30][CH:29]=[CH:28][CH:27]=1. (7) Given the reactants [O:1]1[CH2:5][CH2:4][CH:3]=[C:2]1[C:6]1[CH:15]=[CH:14][CH:13]=[C:12]2[C:7]=1[CH2:8][CH2:9][N:10]1[C:20](=[O:21])[CH2:19][N:18]=[C:17]([C:22]3[CH:27]=[CH:26][CH:25]=[C:24]([O:28][CH3:29])[CH:23]=3)[CH:16]=[C:11]12.IC1C=CC=C2C=1CCN1C(=O)CN=C(C3C=CC=C(OC)C=3)C=C12.C([Sn](CCCC)(CCCC)C1OCCC=1)CCC, predict the reaction product. The product is: [CH3:29][O:28][C:24]1[CH:23]=[C:22]([C:17]2[CH:16]=[C:11]3[C:12]4[C:7]([CH2:8][CH2:9][N:10]3[C:20](=[O:21])[CH2:19][N:18]=2)=[C:6]([CH:2]2[CH2:3][CH2:4][CH2:5][O:1]2)[CH:15]=[CH:14][CH:13]=4)[CH:27]=[CH:26][CH:25]=1. (8) Given the reactants Cl[C:2]1[N:11]=[C:10]([N:12]2[CH2:17][CH2:16][O:15][CH2:14][CH2:13]2)[C:9]2[C:4](=[CH:5][C:6]([C:18]3[O:19][C:20]([CH3:23])=[CH:21][CH:22]=3)=[CH:7][CH:8]=2)[N:3]=1.[CH3:24][N:25]([CH3:53])[C:26](=[O:52])[C:27]1[CH:32]=[CH:31][C:30]([NH:33][C:34]([NH:36][C:37]2[CH:42]=[CH:41][C:40](B3OC(C)(C)C(C)(C)O3)=[CH:39][CH:38]=2)=[O:35])=[CH:29][CH:28]=1.C(=O)([O-])[O-].[Na+].[Na+].C1(C)C=CC=CC=1, predict the reaction product. The product is: [CH3:24][N:25]([CH3:53])[C:26](=[O:52])[C:27]1[CH:32]=[CH:31][C:30]([NH:33][C:34]([NH:36][C:37]2[CH:38]=[CH:39][C:40]([C:2]3[N:11]=[C:10]([N:12]4[CH2:17][CH2:16][O:15][CH2:14][CH2:13]4)[C:9]4[C:4](=[CH:5][C:6]([C:18]5[O:19][C:20]([CH3:23])=[CH:21][CH:22]=5)=[CH:7][CH:8]=4)[N:3]=3)=[CH:41][CH:42]=2)=[O:35])=[CH:29][CH:28]=1.